Dataset: Peptide-MHC class II binding affinity with 134,281 pairs from IEDB. Task: Regression. Given a peptide amino acid sequence and an MHC pseudo amino acid sequence, predict their binding affinity value. This is MHC class II binding data. (1) The peptide sequence is AFKVAATAANARPAN. The MHC is DRB1_1001 with pseudo-sequence DRB1_1001. The binding affinity (normalized) is 0.946. (2) The peptide sequence is FRELVRNCDLPVWLS. The MHC is DRB1_1101 with pseudo-sequence DRB1_1101. The binding affinity (normalized) is 0.657. (3) The peptide sequence is TQTMKGVERLAVMGD. The MHC is DRB1_0701 with pseudo-sequence DRB1_0701. The binding affinity (normalized) is 0.310. (4) The peptide sequence is QWHKEGSSIGKLFTQHHHHHH. The MHC is DRB1_1301 with pseudo-sequence DRB1_1301. The binding affinity (normalized) is 0.778. (5) The peptide sequence is NKVKSLRILNTRRKL. The MHC is DRB1_0101 with pseudo-sequence DRB1_0101. The binding affinity (normalized) is 0.840. (6) The peptide sequence is EFIPMKSSWGAIWRI. The MHC is DRB1_0401 with pseudo-sequence DRB1_0401. The binding affinity (normalized) is 0.629. (7) The peptide sequence is RERLVLTLGAAMVEI. The MHC is DRB1_0801 with pseudo-sequence DRB1_0801. The binding affinity (normalized) is 0.510. (8) The peptide sequence is IAAMMTSPLSVASMT. The MHC is DRB3_0202 with pseudo-sequence DRB3_0202. The binding affinity (normalized) is 0.352.